This data is from Forward reaction prediction with 1.9M reactions from USPTO patents (1976-2016). The task is: Predict the product of the given reaction. Given the reactants Cl.[CH3:2][N:3]([CH3:7])[CH2:4][CH2:5]Cl.C(=O)([O-])[O-].[K+].[K+].[N+:14]([C:17]1[CH:18]=[N:19][NH:20][CH:21]=1)([O-:16])=[O:15], predict the reaction product. The product is: [CH3:2][N:3]([CH3:7])[CH2:4][CH2:5][N:19]1[CH:18]=[C:17]([N+:14]([O-:16])=[O:15])[CH:21]=[N:20]1.